Dataset: Catalyst prediction with 721,799 reactions and 888 catalyst types from USPTO. Task: Predict which catalyst facilitates the given reaction. (1) Reactant: [F:1][C:2]1[CH:34]=[CH:33][C:5]([CH2:6][N:7]2[C:16](=[O:17])[C:15]([C:18]3[NH:23][C:22]4[CH:24]=[CH:25][C:26](I)=[CH:27][C:21]=4[S:20](=[O:30])(=[O:29])[N:19]=3)=[C:14]([OH:31])[C@H:13]3[C@@H:8]2[C@H:9]2[CH2:32][C@@H:12]3[CH2:11][CH2:10]2)=[CH:4][CH:3]=1.[Cu][C:36]#[N:37].CN(C)C=O. Product: [F:1][C:2]1[CH:34]=[CH:33][C:5]([CH2:6][N:7]2[C:16](=[O:17])[C:15]([C:18]3[NH:23][C:22]4[CH:24]=[CH:25][C:26]([C:36]#[N:37])=[CH:27][C:21]=4[S:20](=[O:30])(=[O:29])[N:19]=3)=[C:14]([OH:31])[C@H:13]3[C@@H:8]2[C@H:9]2[CH2:32][C@@H:12]3[CH2:11][CH2:10]2)=[CH:4][CH:3]=1. The catalyst class is: 13. (2) Reactant: Br[C:2]1[N:7]=[C:6]([C:8](NC)=O)[CH:5]=[CH:4][CH:3]=1.C[Sn](C)C.C[Sn](C)C.BrC1[CH:22]=[N:23][N:24]2[CH:29]=[CH:28][C:27]([C:30]([N:32]([C:36]3[CH:41]=[CH:40][C:39]([C:42]#[N:43])=[CH:38][N:37]=3)[CH:33]([CH3:35])[CH3:34])=[O:31])=[CH:26][C:25]=12. Product: [C:42]([C:39]1[CH:40]=[CH:41][C:36]([N:32]([CH:33]([CH3:35])[CH3:34])[C:30]([C:27]2[CH:26]=[CH:25][N:24]3[N:23]=[CH:22][C:8]([C:6]4[CH:5]=[CH:4][C:3]([C:30](=[O:31])[NH:32][CH3:33])=[CH:2][N:7]=4)=[C:29]3[CH:28]=2)=[O:31])=[N:37][CH:38]=1)#[N:43]. The catalyst class is: 104. (3) Reactant: [O:1]=[C:2]1[CH2:7][CH2:6][CH2:5][CH2:4][CH:3]1[C:8]([O-:10])=[O:9].[CH2:11]([OH:14])[CH2:12]O.[CH3:15]C1C=CC(S(O)(=O)=O)=CC=1. Product: [O:1]1[C:2]2([CH2:7][CH2:6][CH2:5][CH2:4][CH:3]2[C:8]([O:10][CH3:15])=[O:9])[O:14][CH2:11][CH2:12]1. The catalyst class is: 11. (4) Reactant: [C:1]([O:5][C:6]([N:8]([CH3:57])[C@@H:9]([CH3:56])[C:10]([NH:12][C@H:13]([C:34]([N:36]1[C@H:40]([C:41](=[O:53])[NH:42][C@H:43]2[C:52]3[C:47](=[CH:48][CH:49]=[CH:50][CH:51]=3)[CH2:46][CH2:45][CH2:44]2)[CH2:39][Si:38]([CH3:55])([CH3:54])[CH2:37]1)=[O:35])[CH2:14][C:15]1[CH:20]=[CH:19][C:18]([NH:21][C:22]([C:24]2[CH:33]=[CH:32][C:27]([C:28]([O:30]C)=[O:29])=[CH:26][CH:25]=2)=[O:23])=[CH:17][CH:16]=1)=[O:11])=[O:7])([CH3:4])([CH3:3])[CH3:2].[Li+].[OH-]. Product: [C:1]([O:5][C:6]([N:8]([CH3:57])[C@@H:9]([CH3:56])[C:10]([NH:12][C@H:13]([C:34]([N:36]1[C@H:40]([C:41](=[O:53])[NH:42][C@H:43]2[C:52]3[C:47](=[CH:48][CH:49]=[CH:50][CH:51]=3)[CH2:46][CH2:45][CH2:44]2)[CH2:39][Si:38]([CH3:54])([CH3:55])[CH2:37]1)=[O:35])[CH2:14][C:15]1[CH:16]=[CH:17][C:18]([NH:21][C:22]([C:24]2[CH:33]=[CH:32][C:27]([C:28]([OH:30])=[O:29])=[CH:26][CH:25]=2)=[O:23])=[CH:19][CH:20]=1)=[O:11])=[O:7])([CH3:3])([CH3:2])[CH3:4]. The catalyst class is: 24. (5) Reactant: [CH2:1]([O:8][C@H:9]1[C@H:14]([O:15][CH2:16][C:17]2[CH:22]=[CH:21][CH:20]=[CH:19][CH:18]=2)[C@@H:13]([O:23][CH2:24][C:25]2[CH:30]=[CH:29][CH:28]=[CH:27][CH:26]=2)[C@H:12]([C:31]2[CH:36]=[CH:35][C:34]([Cl:37])=[C:33]([CH2:38][C:39]3[CH:44]=[CH:43][C:42]([O:45][CH2:46][CH3:47])=[CH:41][CH:40]=3)[CH:32]=2)[O:11][C:10]1([CH2:50]I)[CH2:48]I)[C:2]1[CH:7]=[CH:6][CH:5]=[CH:4][CH:3]=1.CC(N=NC(C#N)(C)C)(C#N)C. The catalyst class is: 224. Product: [CH2:1]([O:8][C@H:9]1[C@H:14]([O:15][CH2:16][C:17]2[CH:18]=[CH:19][CH:20]=[CH:21][CH:22]=2)[C@@H:13]([O:23][CH2:24][C:25]2[CH:30]=[CH:29][CH:28]=[CH:27][CH:26]=2)[C@H:12]([C:31]2[CH:36]=[CH:35][C:34]([Cl:37])=[C:33]([CH2:38][C:39]3[CH:44]=[CH:43][C:42]([O:45][CH2:46][CH3:47])=[CH:41][CH:40]=3)[CH:32]=2)[O:11][C:10]1([CH3:48])[CH3:50])[C:2]1[CH:7]=[CH:6][CH:5]=[CH:4][CH:3]=1. (6) Reactant: N1C=CN=C1.[I:6]I.C1(P(C2C=CC=CC=2)C2C=CC=CC=2)C=CC=CC=1.[F:27][C@H:28]([CH2:38]O)[CH2:29][NH:30][C:31](=[O:37])[O:32][C:33]([CH3:36])([CH3:35])[CH3:34]. Product: [F:27][C@H:28]([CH2:38][I:6])[CH2:29][NH:30][C:31](=[O:37])[O:32][C:33]([CH3:36])([CH3:35])[CH3:34]. The catalyst class is: 2. (7) Product: [CH3:1][O:2][C:3]1[C:8]([N+:9]([O-:11])=[O:10])=[CH:7][CH:6]=[CH:5][C:4]=1[C:22]1[S:23][C:24]([CH3:30])=[C:25]([C:27]([OH:29])=[O:28])[N:26]=1. The catalyst class is: 77. Reactant: [CH3:1][O:2][C:3]1[C:8]([N+:9]([O-:11])=[O:10])=[CH:7][CH:6]=[CH:5][C:4]=1B1OC(C)(C)C(C)(C)O1.Br[C:22]1[S:23][C:24]([CH3:30])=[C:25]([C:27]([OH:29])=[O:28])[N:26]=1.C(=O)([O-])[O-].[Na+].[Na+]. (8) Reactant: [Cl:1][C:2]1[C:3]([F:29])=[C:4]([CH:26]=[CH:27][CH:28]=1)[C:5]([N:7]1[CH2:12][CH2:11][N:10]([CH2:13][C:14]2[N:19]=[C:18]([NH:20][C:21]3[S:22][CH:23]=[CH:24][N:25]=3)[CH:17]=[CH:16][CH:15]=2)[CH2:9][CH2:8]1)=[O:6].Cl. Product: [ClH:1].[Cl:1][C:2]1[C:3]([F:29])=[C:4]([CH:26]=[CH:27][CH:28]=1)[C:5]([N:7]1[CH2:12][CH2:11][N:10]([CH2:13][C:14]2[N:19]=[C:18]([NH:20][C:21]3[S:22][CH:23]=[CH:24][N:25]=3)[CH:17]=[CH:16][CH:15]=2)[CH2:9][CH2:8]1)=[O:6]. The catalyst class is: 8.